Dataset: Full USPTO retrosynthesis dataset with 1.9M reactions from patents (1976-2016). Task: Predict the reactants needed to synthesize the given product. Given the product [C:25]([C:28]1[C:29]([NH:36][C:37]([C:39]2[S:40][CH:41]=[C:42]([CH:44]([CH3:46])[CH3:45])[N:43]=2)=[O:38])=[C:30]([Cl:8])[C:31]([O:34][CH3:35])=[CH:32][CH:33]=1)(=[O:27])[CH3:26], predict the reactants needed to synthesize it. The reactants are: NC1C=C([Cl:8])C(OC)=CC=1C(=O)C.C(C1N=C(C(Cl)=O)SC=1)(C)C.[C:25]([C:28]1[CH:33]=[CH:32][C:31]([O:34][CH3:35])=[CH:30][C:29]=1[NH:36][C:37]([C:39]1[S:40][CH:41]=[C:42]([CH:44]([CH3:46])[CH3:45])[N:43]=1)=[O:38])(=[O:27])[CH3:26].